This data is from Full USPTO retrosynthesis dataset with 1.9M reactions from patents (1976-2016). The task is: Predict the reactants needed to synthesize the given product. (1) The reactants are: [CH3:1][O:2][C@H:3]1[C@H:8]([NH:9][C:10](=[O:16])[O:11][C:12]([CH3:15])([CH3:14])[CH3:13])[CH:7]=[C:6]([C:17]2[CH:22]=[CH:21][N:20]=[CH:19][C:18]=2[N+:23]([O-])=O)[CH2:5][C@@H:4]1[CH3:26]. Given the product [C:10](=[O:11])([O-:16])[NH2:9].[NH2:23][C:18]1[CH:19]=[N:20][CH:21]=[CH:22][C:17]=1[C@H:6]1[CH2:7][C@@H:8]([NH:9][C:10](=[O:16])[O:11][C:12]([CH3:13])([CH3:14])[CH3:15])[C@H:3]([O:2][CH3:1])[C@@H:4]([CH3:26])[CH2:5]1, predict the reactants needed to synthesize it. (2) Given the product [N:25]([C:2]1[CH:23]=[C:22]2[C:5]([CH2:6][CH2:7][C@@H:8]3[CH2:13][S:12][C:11]([NH:14][C:15](=[O:21])[O:16][C:17]([CH3:20])([CH3:19])[CH3:18])=[N:10][C@@:9]32[CH3:24])=[CH:4][CH:3]=1)=[N+:26]=[N-:27], predict the reactants needed to synthesize it. The reactants are: Br[C:2]1[CH:23]=[C:22]2[C:5]([CH2:6][CH2:7][C@@H:8]3[CH2:13][S:12][C:11]([NH:14][C:15](=[O:21])[O:16][C:17]([CH3:20])([CH3:19])[CH3:18])=[N:10][C@@:9]32[CH3:24])=[CH:4][CH:3]=1.[N-:25]=[N+:26]=[N-:27].[Na+].CN[C@@H]1CCCC[C@H]1NC.[Na].O=C1O[C@H]([C@H](CO)O)C(O)=C1O. (3) Given the product [Cl:1][C:2]1[CH:3]=[C:4]([NH:9][C:10]([N:12]=[C:13]2[NH:17][C:16](=[O:18])[C:15](=[O:19])[N:14]2[CH:20]([CH3:22])[CH3:21])=[N:11][C:23]([O:25][C:26]([CH3:29])([CH3:28])[CH3:27])=[O:24])[CH:5]=[CH:6][C:7]=1[Cl:8], predict the reactants needed to synthesize it. The reactants are: [Cl:1][C:2]1[CH:3]=[C:4]([NH:9][C:10]([N:12]=[C:13]2[NH:17][C:16](=[O:18])[C:15](=[O:19])[N:14]2[CH:20]([CH3:22])[CH3:21])=[NH:11])[CH:5]=[CH:6][C:7]=1[Cl:8].[C:23](O[C:23]([O:25][C:26]([CH3:29])([CH3:28])[CH3:27])=[O:24])([O:25][C:26]([CH3:29])([CH3:28])[CH3:27])=[O:24]. (4) The reactants are: CC1(C)[O:6][C@H:5]([CH2:7][N:8]2[C:13](=[O:14])[C:12]3[C:15]([NH:22][C:23]4[CH:28]=[CH:27][C:26]([I:29])=[CH:25][C:24]=4[F:30])=[C:16]([F:21])[C:17](=[O:20])[N:18]([CH3:19])[C:11]=3[N:10]=[CH:9]2)[CH2:4][O:3]1.Cl. Given the product [OH:6][C@@H:5]([CH2:4][OH:3])[CH2:7][N:8]1[C:13](=[O:14])[C:12]2[C:15]([NH:22][C:23]3[CH:28]=[CH:27][C:26]([I:29])=[CH:25][C:24]=3[F:30])=[C:16]([F:21])[C:17](=[O:20])[N:18]([CH3:19])[C:11]=2[N:10]=[CH:9]1, predict the reactants needed to synthesize it. (5) Given the product [CH3:1][N:2]([CH3:15])[C:3]([N:5]1[CH2:9][CH:8]2[CH2:10][C:11]([C:13]#[N:14])([CH:17]3[CH2:21][CH2:20][CH2:19][CH2:18]3)[CH2:12][CH:7]2[CH2:6]1)=[O:4], predict the reactants needed to synthesize it. The reactants are: [CH3:1][N:2]([CH3:15])[C:3]([N:5]1[CH2:9][CH:8]2[CH2:10][CH:11]([C:13]#[N:14])[CH2:12][CH:7]2[CH2:6]1)=[O:4].I[CH:17]1[CH2:21][CH2:20][CH2:19][CH2:18]1.C[Si](C)(C)[N-][Si](C)(C)C.[Li+]. (6) Given the product [NH2:21][C:20]1[CH:19]=[CH:18][C:4]([O:5][C:6]2[CH:11]=[CH:10][N:9]=[C:8]([NH:12][C:13](=[O:17])[CH2:14][O:15][CH3:16])[CH:7]=2)=[CH:3][C:2]=1[F:1], predict the reactants needed to synthesize it. The reactants are: [F:1][C:2]1[CH:3]=[C:4]([CH:18]=[CH:19][C:20]=1[N+:21]([O-])=O)[O:5][C:6]1[CH:11]=[CH:10][N:9]=[C:8]([NH:12][C:13](=[O:17])[CH2:14][O:15][CH3:16])[CH:7]=1.C([O-])(O)=O.[Na+].